From a dataset of NCI-60 drug combinations with 297,098 pairs across 59 cell lines. Regression. Given two drug SMILES strings and cell line genomic features, predict the synergy score measuring deviation from expected non-interaction effect. (1) Drug 1: CC1=C(C=C(C=C1)NC2=NC=CC(=N2)N(C)C3=CC4=NN(C(=C4C=C3)C)C)S(=O)(=O)N.Cl. Drug 2: C1CCC(C1)C(CC#N)N2C=C(C=N2)C3=C4C=CNC4=NC=N3. Cell line: SF-268. Synergy scores: CSS=-6.30, Synergy_ZIP=3.58, Synergy_Bliss=1.30, Synergy_Loewe=-4.67, Synergy_HSA=-4.06. (2) Cell line: DU-145. Drug 1: CN1CCC(CC1)COC2=C(C=C3C(=C2)N=CN=C3NC4=C(C=C(C=C4)Br)F)OC. Drug 2: C1C(C(OC1N2C=NC3=C2NC=NCC3O)CO)O. Synergy scores: CSS=16.7, Synergy_ZIP=-0.223, Synergy_Bliss=5.78, Synergy_Loewe=6.34, Synergy_HSA=6.44. (3) Drug 1: C1=CC(=CC=C1CCCC(=O)O)N(CCCl)CCCl. Drug 2: C1=NC(=NC(=O)N1C2C(C(C(O2)CO)O)O)N. Cell line: SK-MEL-5. Synergy scores: CSS=24.1, Synergy_ZIP=-3.80, Synergy_Bliss=0.770, Synergy_Loewe=-2.18, Synergy_HSA=-2.04. (4) Drug 1: C1=CC=C(C=C1)NC(=O)CCCCCCC(=O)NO. Drug 2: CC1C(C(CC(O1)OC2CC(CC3=C2C(=C4C(=C3O)C(=O)C5=CC=CC=C5C4=O)O)(C(=O)C)O)N)O. Cell line: SF-268. Synergy scores: CSS=43.3, Synergy_ZIP=-4.74, Synergy_Bliss=-5.34, Synergy_Loewe=-13.5, Synergy_HSA=-3.15.